From a dataset of Experimental lipophilicity measurements (octanol/water distribution) for 4,200 compounds from AstraZeneca. Regression/Classification. Given a drug SMILES string, predict its absorption, distribution, metabolism, or excretion properties. Task type varies by dataset: regression for continuous measurements (e.g., permeability, clearance, half-life) or binary classification for categorical outcomes (e.g., BBB penetration, CYP inhibition). For this dataset (lipophilicity_astrazeneca), we predict Y. The drug is O=c1[nH]nc2cc(CO)c3ccc(-c4ccc[nH]4)cc3n12. The Y is 2.19 logD.